From a dataset of Full USPTO retrosynthesis dataset with 1.9M reactions from patents (1976-2016). Predict the reactants needed to synthesize the given product. Given the product [Cl:1][C:2]1[CH:3]=[C:4]([CH:5]=[CH:6][CH:7]=1)[CH2:8][CH2:9][N:28]1[C:29]2[C:25](=[CH:24][C:23]([C:21]([NH:20][CH:17]([C:11]3[CH:12]=[CH:13][CH:14]=[CH:15][CH:16]=3)[CH2:18][CH3:19])=[O:22])=[CH:31][CH:30]=2)[CH:26]=[CH:27]1, predict the reactants needed to synthesize it. The reactants are: [Cl:1][C:2]1[CH:3]=[C:4]([CH2:8][CH2:9]Cl)[CH:5]=[CH:6][CH:7]=1.[C:11]1([CH:17]([NH:20][C:21]([C:23]2[CH:24]=[C:25]3[C:29](=[CH:30][CH:31]=2)[NH:28][CH:27]=[CH:26]3)=[O:22])[CH2:18][CH3:19])[CH:16]=[CH:15][CH:14]=[CH:13][CH:12]=1.